Dataset: Catalyst prediction with 721,799 reactions and 888 catalyst types from USPTO. Task: Predict which catalyst facilitates the given reaction. (1) Reactant: [CH3:1][C:2]1[CH:7]=[N:6][N:5]2[CH:8]=[CH:9][N:10]=[C:4]2[CH:3]=1.C([O-])(=O)C.[Na+].[Br:16]Br. Product: [Br:16][C:8]1[N:5]2[N:6]=[CH:7][C:2]([CH3:1])=[CH:3][C:4]2=[N:10][CH:9]=1. The catalyst class is: 15. (2) Reactant: [NH2:1][C:2]1[CH:7]=[CH:6][C:5]([OH:8])=[CH:4][CH:3]=1.[CH3:9][N:10]1[C:14]([CH3:15])=[C:13]([C:16](O)=[O:17])[C:12](=[O:19])[N:11]1[C:20]1[CH:25]=[CH:24][CH:23]=[CH:22][CH:21]=1.CCN=C=NCCCN(C)C.C1C=NC2N(O)N=NC=2C=1. Product: [OH:8][C:5]1[CH:6]=[CH:7][C:2]([NH:1][C:16]([C:13]2[C:12](=[O:19])[N:11]([C:20]3[CH:21]=[CH:22][CH:23]=[CH:24][CH:25]=3)[N:10]([CH3:9])[C:14]=2[CH3:15])=[O:17])=[CH:3][CH:4]=1. The catalyst class is: 781.